Dataset: NCI-60 drug combinations with 297,098 pairs across 59 cell lines. Task: Regression. Given two drug SMILES strings and cell line genomic features, predict the synergy score measuring deviation from expected non-interaction effect. (1) Drug 1: C1CN1C2=NC(=NC(=N2)N3CC3)N4CC4. Drug 2: C1=CC(=CC=C1CCCC(=O)O)N(CCCl)CCCl. Cell line: MALME-3M. Synergy scores: CSS=11.8, Synergy_ZIP=-5.61, Synergy_Bliss=1.55, Synergy_Loewe=-3.43, Synergy_HSA=1.03. (2) Drug 1: C1CN1C2=NC(=NC(=N2)N3CC3)N4CC4. Drug 2: CCC1=CC2CC(C3=C(CN(C2)C1)C4=CC=CC=C4N3)(C5=C(C=C6C(=C5)C78CCN9C7C(C=CC9)(C(C(C8N6C)(C(=O)OC)O)OC(=O)C)CC)OC)C(=O)OC.C(C(C(=O)O)O)(C(=O)O)O. Cell line: 786-0. Synergy scores: CSS=59.9, Synergy_ZIP=-3.09, Synergy_Bliss=-3.75, Synergy_Loewe=-1.10, Synergy_HSA=1.80. (3) Drug 1: C1CN(P(=O)(OC1)NCCCl)CCCl. Drug 2: CCC1(C2=C(COC1=O)C(=O)N3CC4=CC5=C(C=CC(=C5CN(C)C)O)N=C4C3=C2)O.Cl. Cell line: A549. Synergy scores: CSS=19.6, Synergy_ZIP=-1.80, Synergy_Bliss=-3.65, Synergy_Loewe=-41.2, Synergy_HSA=-3.31. (4) Cell line: SR. Drug 1: C1CCC(CC1)NC(=O)N(CCCl)N=O. Drug 2: CNC(=O)C1=NC=CC(=C1)OC2=CC=C(C=C2)NC(=O)NC3=CC(=C(C=C3)Cl)C(F)(F)F. Synergy scores: CSS=76.5, Synergy_ZIP=5.68, Synergy_Bliss=5.23, Synergy_Loewe=5.65, Synergy_HSA=7.86. (5) Drug 1: C1CNP(=O)(OC1)N(CCCl)CCCl. Drug 2: C1CN(P(=O)(OC1)NCCCl)CCCl. Cell line: MALME-3M. Synergy scores: CSS=6.78, Synergy_ZIP=-4.36, Synergy_Bliss=-3.28, Synergy_Loewe=-3.83, Synergy_HSA=-2.72.